This data is from Reaction yield outcomes from USPTO patents with 853,638 reactions. The task is: Predict the reaction yield, written as a fraction of the theoretical maximum amount of product (1.0 means a 100% yield; for example, 0.34 means a 34% yield). The reactants are S(Cl)([Cl:3])=O.[CH3:5][O:6][C:7](=[O:33])[C@H:8]([NH:22][C:23]([O:25][CH2:26][C:27]1[CH:32]=[CH:31][CH:30]=[CH:29][CH:28]=1)=[O:24])[CH2:9][C:10]1[C:11]([CH2:20]O)=[C:12]2[C:16](=[C:17]([Cl:19])[CH:18]=1)[NH:15][N:14]=[CH:13]2. The catalyst is ClCCl. The product is [CH3:5][O:6][C:7](=[O:33])[C@H:8]([NH:22][C:23]([O:25][CH2:26][C:27]1[CH:32]=[CH:31][CH:30]=[CH:29][CH:28]=1)=[O:24])[CH2:9][C:10]1[C:11]([CH2:20][Cl:3])=[C:12]2[C:16](=[C:17]([Cl:19])[CH:18]=1)[NH:15][N:14]=[CH:13]2. The yield is 0.860.